Dataset: Reaction yield outcomes from USPTO patents with 853,638 reactions. Task: Predict the reaction yield, written as a fraction of the theoretical maximum amount of product (1.0 means a 100% yield; for example, 0.34 means a 34% yield). (1) The reactants are C(NC(C)C)(C)C.[Li]CCCC.[C:13]([O:17][C:18]([N:20]1[CH2:27][CH2:26][C:25](=[O:28])[C:22]2([CH2:24][CH2:23]2)[CH2:21]1)=[O:19])([CH3:16])([CH3:15])[CH3:14].[CH3:29][O:30][C:31](C#N)=[O:32].N. The catalyst is C1COCC1.O.C1COCC1.[N+]([O-])([O-])=O.[Ag+].CC(O)=O.O. The product is [CH3:29][O:30][C:31]([CH:26]1[C:25](=[O:28])[C:22]2([CH2:23][CH2:24]2)[CH2:21][N:20]([C:18]([O:17][C:13]([CH3:16])([CH3:14])[CH3:15])=[O:19])[CH2:27]1)=[O:32]. The yield is 0.520. (2) The reactants are [F:1][C:2]1[C:26]([F:27])=[C:25]([F:28])[C:24](F)=[C:23](F)[C:3]=1[C:4]([C:6](=[CH:12][NH:13][C@@H:14]([C:17]1[CH:22]=[CH:21][CH:20]=[CH:19][CH:18]=1)[CH2:15]O)[C:7]([O:9][CH2:10][CH3:11])=[O:8])=[O:5].[H-].[Na+].[OH2:33]. The catalyst is C1COCC1. The product is [F:1][C:2]1[C:3]2[C:4](=[O:5])[C:6]([C:7]([O:9][CH2:10][CH3:11])=[O:8])=[CH:12][N:13]3[C@@H:14]([C:17]4[CH:18]=[CH:19][CH:20]=[CH:21][CH:22]=4)[CH2:15][O:33][C:24]([C:23]=23)=[C:25]([F:28])[C:26]=1[F:27]. The yield is 0.240. (3) The reactants are C(N(CC)CC)C.[Cl:8][C:9]1[CH:17]=[C:16]2[C:12]([C:13]([CH:25]=[O:26])=[CH:14][N:15]2C(OC(C)(C)C)=O)=[CH:11][CH:10]=1.[CH:27](=[N:34][C:35]1[CH:40]=[CH:39][CH:38]=[C:37]([O:41][CH3:42])[CH:36]=1)[C:28]1[CH:33]=[CH:32][CH:31]=[CH:30][CH:29]=1. The catalyst is [Cl-].C([N+]1C(C)=C(CCO)SC=1)C1C=CC=CC=1.C(O)C. The product is [Cl:8][C:9]1[CH:17]=[C:16]2[C:12]([C:13]([C:25](=[O:26])[CH:27]([NH:34][C:35]3[CH:40]=[CH:39][CH:38]=[C:37]([O:41][CH3:42])[CH:36]=3)[C:28]3[CH:29]=[CH:30][CH:31]=[CH:32][CH:33]=3)=[CH:14][NH:15]2)=[CH:11][CH:10]=1. The yield is 0.120. (4) The reactants are [Br:1][C:2]1[CH:3]=[N:4][NH:5][CH:6]=1.[H-].[Na+].[O:9]1[CH2:13][CH2:12]OC1=O.CCOC(C)=O. The catalyst is CN(C=O)C. The product is [Br:1][C:2]1[CH:3]=[N:4][N:5]([CH2:12][CH2:13][OH:9])[CH:6]=1. The yield is 0.340.